From a dataset of Forward reaction prediction with 1.9M reactions from USPTO patents (1976-2016). Predict the product of the given reaction. (1) Given the reactants [OH:1][CH2:2][C:3]([C:6]1[CH:15]=[C:14]2[C:9]([CH:10]=[C:11]([C:20]([O:22][CH2:23][CH3:24])=[O:21])[CH:12]([C:16]([F:19])([F:18])[F:17])[O:13]2)=[CH:8][CH:7]=1)([CH3:5])[CH3:4].[Cl:25]Cl, predict the reaction product. The product is: [Cl:25][C:7]1[CH:8]=[C:9]2[C:14](=[CH:15][C:6]=1[C:3]([CH3:5])([CH3:4])[CH2:2][OH:1])[O:13][CH:12]([C:16]([F:18])([F:19])[F:17])[C:11]([C:20]([O:22][CH2:23][CH3:24])=[O:21])=[CH:10]2. (2) Given the reactants C1(P(C2C=CC=CC=2)C2C=CC=CC=2)C=CC=CC=1.N(C(OC(C)C)=O)=NC(OC(C)C)=O.[C:34]([CH2:36][NH:37][C:38]([CH:40]1[CH:45]([CH2:46]O)[CH:44]2[CH2:48][CH:41]1[CH:42]=[CH:43]2)=[O:39])#[N:35].[F:49][C:50]1[CH:55]=[CH:54][C:53]([SH:56])=[CH:52][CH:51]=1, predict the reaction product. The product is: [C:34]([CH2:36][NH:37][C:38]([CH:40]1[CH:45]([CH2:46][S:56][C:53]2[CH:54]=[CH:55][C:50]([F:49])=[CH:51][CH:52]=2)[CH:44]2[CH2:48][CH:41]1[CH:42]=[CH:43]2)=[O:39])#[N:35]. (3) Given the reactants [CH3:1][O:2][CH2:3][N:4]1[C:9]2[CH:10]=[C:11]([CH2:14][N:15]3C(=O)C4=CC=CC=C4C3=O)[CH:12]=[CH:13][C:8]=2[S:7][C:6]2[N:26]=[CH:27][CH:28]=[N:29][C:5]1=2.O.NN, predict the reaction product. The product is: [NH2:15][CH2:14][C:11]1[CH:12]=[CH:13][C:8]2[S:7][C:6]3[N:26]=[CH:27][CH:28]=[N:29][C:5]=3[N:4]([CH2:3][O:2][CH3:1])[C:9]=2[CH:10]=1. (4) Given the reactants [F:1][C:2]1[CH:9]=[C:8]([OH:10])[CH:7]=[C:6]([F:11])[C:3]=1[CH2:4][OH:5].[CH3:12][C:13]1[O:17][N:16]=[C:15]([C:18]2[CH:23]=[CH:22][CH:21]=[CH:20][CH:19]=2)[C:14]=1[CH2:24]O.Cl[C:27]([N:29]1[C@H:34]([CH3:35])[CH2:33][N:32](C(OC(C)(C)C)=O)[CH2:31][C@@H:30]1[CH3:43])=[O:28], predict the reaction product. The product is: [F:1][C:2]1[CH:9]=[C:8]([O:10][CH2:24][C:14]2[C:15]([C:18]3[CH:19]=[CH:20][CH:21]=[CH:22][CH:23]=3)=[N:16][O:17][C:13]=2[CH3:12])[CH:7]=[C:6]([F:11])[C:3]=1[CH2:4][O:5][C:27]([N:29]1[C@H:34]([CH3:35])[CH2:33][NH:32][CH2:31][C@@H:30]1[CH3:43])=[O:28].